Task: Predict the reactants needed to synthesize the given product.. Dataset: Full USPTO retrosynthesis dataset with 1.9M reactions from patents (1976-2016) (1) Given the product [CH2:38]([O:25][C:24]1[C:23]2[C:18](=[CH:19][CH:20]=[CH:21][CH:22]=2)[N:17]=[CH:16][C:15]=1[C:13]([NH:12][C:4]1[CH:5]=[CH:6][C:7]([C:8]([CH3:9])([CH3:11])[CH3:10])=[C:2]([OH:1])[CH:3]=1)=[O:14])[C:35]1[CH:36]=[CH:37][CH:32]=[CH:33][CH:34]=1, predict the reactants needed to synthesize it. The reactants are: [OH:1][C:2]1[CH:3]=[C:4]([NH:12][C:13]([C:15]2[C:24](=[O:25])[C:23]3[C:18](=[CH:19][CH:20]=[CH:21][CH:22]=3)[NH:17][CH:16]=2)=[O:14])[CH:5]=[CH:6][C:7]=1[C:8]([CH3:11])([CH3:10])[CH3:9].C([O-])([O-])=O.[Cs+].[Cs+].[CH:32]1[CH:37]=[CH:36][C:35]([CH2:38]Br)=[CH:34][CH:33]=1. (2) The reactants are: [F:1][C:2]1[CH:15]=[CH:14][C:5]([O:6][C:7]2[CH:13]=[CH:12][C:10]([NH2:11])=[CH:9][CH:8]=2)=[CH:4][CH:3]=1.[CH2:16]([O:23][C:24]([NH:26][CH2:27][CH2:28][CH2:29][C@H:30]([NH:34]C(OC(C)(C)C)=O)[C:31](O)=[O:32])=[O:25])[C:17]1[CH:22]=[CH:21][CH:20]=[CH:19][CH:18]=1. Given the product [NH2:34][C@H:30]([C:31]([NH:11][C:10]1[CH:12]=[CH:13][C:7]([O:6][C:5]2[CH:14]=[CH:15][C:2]([F:1])=[CH:3][CH:4]=2)=[CH:8][CH:9]=1)=[O:32])[CH2:29][CH2:28][CH2:27][NH:26][C:24](=[O:25])[O:23][CH2:16][C:17]1[CH:22]=[CH:21][CH:20]=[CH:19][CH:18]=1, predict the reactants needed to synthesize it. (3) Given the product [CH:1]1([S:4]([C:7]2[CH:8]=[CH:9][C:10]([CH:13]([NH:30][C:31]3[CH:36]=[CH:35][C:34]([F:37])=[CH:33][C:32]=3[F:38])[C:14]([NH:16][C:17]3[N:22]=[CH:21][C:20]([C:23]([OH:25])=[O:24])=[CH:19][CH:18]=3)=[O:15])=[CH:11][CH:12]=2)(=[O:6])=[O:5])[CH2:2][CH2:3]1, predict the reactants needed to synthesize it. The reactants are: [CH:1]1([S:4]([C:7]2[CH:12]=[CH:11][C:10]([CH:13]([NH:30][C:31]3[CH:36]=[CH:35][C:34]([F:37])=[CH:33][C:32]=3[F:38])[C:14]([NH:16][C:17]3[N:22]=[CH:21][C:20]([C:23]([O:25]C(C)(C)C)=[O:24])=[CH:19][CH:18]=3)=[O:15])=[CH:9][CH:8]=2)(=[O:6])=[O:5])[CH2:3][CH2:2]1.C(O)(C(F)(F)F)=O. (4) Given the product [N:31]1[CH:32]=[CH:33][CH:34]=[C:29]([C:25]2[CH:24]=[C:23]([C:22]3[CH2:21][C:20](=[O:36])[NH:19][C:9]4[CH:10]=[C:11]([O:14][C:15]([F:18])([F:17])[F:16])[CH:12]=[CH:13][C:8]=4[N:7]=3)[CH:28]=[CH:27][CH:26]=2)[CH:30]=1, predict the reactants needed to synthesize it. The reactants are: C(OC(=O)[NH:7][C:8]1[CH:13]=[CH:12][C:11]([O:14][C:15]([F:18])([F:17])[F:16])=[CH:10][C:9]=1[NH:19][C:20](=[O:36])[CH2:21][C:22](=O)[C:23]1[CH:28]=[CH:27][CH:26]=[C:25]([C:29]2[CH:30]=[N:31][CH:32]=[CH:33][CH:34]=2)[CH:24]=1)(C)(C)C.C(O)(C(F)(F)F)=O.